From a dataset of Full USPTO retrosynthesis dataset with 1.9M reactions from patents (1976-2016). Predict the reactants needed to synthesize the given product. The reactants are: [F:1][C:2]1[CH:10]=[C:9]2[C:5]([CH:6]=[CH:7][NH:8]2)=[CH:4][CH:3]=1.[Cl:11][C:12]([Cl:17])([Cl:16])[C:13](Cl)=[O:14].N1C=CC=CC=1.O. Given the product [F:1][C:2]1[CH:10]=[C:9]2[C:5]([C:6]([C:13](=[O:14])[C:12]([Cl:17])([Cl:16])[Cl:11])=[CH:7][NH:8]2)=[CH:4][CH:3]=1, predict the reactants needed to synthesize it.